This data is from Full USPTO retrosynthesis dataset with 1.9M reactions from patents (1976-2016). The task is: Predict the reactants needed to synthesize the given product. (1) The reactants are: [N:1]1([CH2:6][C:7]2[CH:12]=[CH:11][C:10]([C:13]3[CH:17]=[C:16]([CH2:18][CH:19]([CH3:21])[CH3:20])[S:15][C:14]=3[S:22]([NH2:25])(=[O:24])=[O:23])=[CH:9][CH:8]=2)[CH:5]=[CH:4][N:3]=[CH:2]1.N1(C2C=CC=CN=2)CCCC1.Cl[C:38]([O:40][CH2:41][CH:42]([CH3:44])[CH3:43])=[O:39]. Given the product [CH2:41]([O:40][C:38]([NH:25][S:22]([C:14]1[S:15][C:16]([CH2:18][CH:19]([CH3:21])[CH3:20])=[CH:17][C:13]=1[C:10]1[CH:11]=[CH:12][C:7]([CH2:6][N:1]2[CH:5]=[CH:4][N:3]=[CH:2]2)=[CH:8][CH:9]=1)(=[O:24])=[O:23])=[O:39])[CH:42]([CH3:44])[CH3:43], predict the reactants needed to synthesize it. (2) The reactants are: [CH:1]1([C:7]2[CH:15]=[CH:14][C:10]([C:11]([OH:13])=[O:12])=[CH:9][CH:8]=2)[CH2:6][CH2:5][CH2:4][CH2:3][CH2:2]1.C(Cl)(=O)C(Cl)=O.O[C:23]1[CH:58]=[CH:57][C:26]([CH2:27][N:28]([CH2:49][C:50]([O:52]C(C)(C)C)=[O:51])[C:29](=[O:48])[C:30]2[CH:35]=[CH:34][C:33]([NH:36][C:37](=[O:47])[CH2:38][C:39]3[CH:44]=[CH:43][C:42]([O:45][CH3:46])=[CH:41][CH:40]=3)=[CH:32][CH:31]=2)=[CH:25][CH:24]=1.C(O)(C(F)(F)F)=O. Given the product [CH:1]1([C:7]2[CH:8]=[CH:9][C:10]([C:11]([O:13][C:23]3[CH:58]=[CH:57][C:26]([CH2:27][N:28]([CH2:49][C:50]([OH:52])=[O:51])[C:29](=[O:48])[C:30]4[CH:31]=[CH:32][C:33]([NH:36][C:37](=[O:47])[CH2:38][C:39]5[CH:44]=[CH:43][C:42]([O:45][CH3:46])=[CH:41][CH:40]=5)=[CH:34][CH:35]=4)=[CH:25][CH:24]=3)=[O:12])=[CH:14][CH:15]=2)[CH2:2][CH2:3][CH2:4][CH2:5][CH2:6]1, predict the reactants needed to synthesize it. (3) Given the product [N:3]1[CH:4]=[CH:5][CH:6]=[N:1][C:2]=1[CH2:7][CH2:8][C:9]1[CH:10]=[C:11]2[C:15](=[CH:16][CH:17]=1)[NH:14][N:13]=[CH:12]2, predict the reactants needed to synthesize it. The reactants are: [N:1]1[CH:6]=[CH:5][CH:4]=[N:3][C:2]=1[C:7]#[C:8][C:9]1[CH:10]=[C:11]2[C:15](=[CH:16][CH:17]=1)[NH:14][N:13]=[CH:12]2. (4) Given the product [NH2:12][C:8]1[C:7]2[N:13]=[C:14]([CH2:20][CH2:21][O:22][CH3:23])[N:15]([CH2:16][CH:17]([CH3:19])[CH3:18])[C:6]=2[C:5]2[CH:4]=[CH:3][C:2]([C:35]3[CH:34]=[C:33]([CH2:32][OH:31])[CH:38]=[N:37][CH:36]=3)=[CH:11][C:10]=2[N:9]=1, predict the reactants needed to synthesize it. The reactants are: Br[C:2]1[CH:3]=[CH:4][C:5]2[C:6]3[N:15]([CH2:16][CH:17]([CH3:19])[CH3:18])[C:14]([CH2:20][CH2:21][O:22][CH3:23])=[N:13][C:7]=3[C:8]([NH2:12])=[N:9][C:10]=2[CH:11]=1.[Si]([O:31][CH2:32][C:33]1[CH:34]=[C:35](B(O)O)[CH:36]=[N:37][CH:38]=1)(C(C)(C)C)(C)C.